This data is from Forward reaction prediction with 1.9M reactions from USPTO patents (1976-2016). The task is: Predict the product of the given reaction. (1) Given the reactants [CH2:1]([O:8][C:9](=[O:14])[CH2:10][CH2:11][C:12]#[CH:13])[C:2]1[CH:7]=[CH:6][CH:5]=[CH:4][CH:3]=1.I[C:16]1[CH:21]=[CH:20][C:19]([C:22]([F:25])([F:24])[F:23])=[CH:18][CH:17]=1, predict the reaction product. The product is: [CH2:1]([O:8][C:9](=[O:14])[CH2:10][CH2:11][C:12]#[C:13][C:16]1[CH:21]=[CH:20][C:19]([C:22]([F:25])([F:24])[F:23])=[CH:18][CH:17]=1)[C:2]1[CH:7]=[CH:6][CH:5]=[CH:4][CH:3]=1. (2) Given the reactants [Cl:1][C:2]1[CH:7]=[C:6]([F:8])[CH:5]=[CH:4][C:3]=1[O:9][CH2:10][F:11].[Li]CCCC.CN([CH:20]=[O:21])C.Cl, predict the reaction product. The product is: [Cl:1][C:2]1[C:3]([O:9][CH2:10][F:11])=[CH:4][CH:5]=[C:6]([F:8])[C:7]=1[CH:20]=[O:21]. (3) The product is: [Cl:1][C:2]1[CH:3]=[C:4]2[C:8](=[CH:9][CH:10]=1)[N:7]([C@@H:25]([C:19]1[CH:24]=[CH:23][CH:22]=[CH:21][CH:20]=1)[C@H:26]([OH:27])[CH2:28][OH:29])[C:6](=[O:11])[C:5]12[CH2:16][CH2:15][CH2:14][CH2:13][CH2:12]1. Given the reactants [Cl:1][C:2]1[CH:3]=[C:4]2[C:8](=[CH:9][CH:10]=1)[NH:7][C:6](=[O:11])[C:5]12[CH2:16][CH2:15][CH2:14][CH2:13][CH2:12]1.[H-].[Na+].[C:19]1([C@H:25]2[O:27][C@@H:26]2[CH2:28][OH:29])[CH:24]=[CH:23][CH:22]=[CH:21][CH:20]=1.[Na].N1C2C(=CC=CC=2)CC1=O, predict the reaction product. (4) Given the reactants [Br:1][C:2]1(Br)[C:7]([O:8]COC)=[CH:6][C:5]([O:12]COC)=[C:4]([C:16]2[CH:21]=[CH:20][CH:19]=[CH:18][CH:17]=2)[CH:3]1[CH2:22][CH2:23][CH2:24][O:25][CH3:26].Cl, predict the reaction product. The product is: [Br:1][C:2]1[C:7]([OH:8])=[CH:6][C:5]([OH:12])=[C:4]([C:16]2[CH:21]=[CH:20][CH:19]=[CH:18][CH:17]=2)[C:3]=1[CH2:22][CH2:23][CH2:24][O:25][CH3:26].